Task: Predict the reactants needed to synthesize the given product.. Dataset: Full USPTO retrosynthesis dataset with 1.9M reactions from patents (1976-2016) (1) Given the product [CH3:18][O:17][C:15]1[CH:14]=[CH:13][C:12]2[N:8]([C:5]3[N:6]=[CH:7][C:2]([NH2:23])=[N:3][CH:4]=3)[C:9]([C:19]([F:22])([F:21])[F:20])=[N:10][C:11]=2[CH:16]=1, predict the reactants needed to synthesize it. The reactants are: Br[C:2]1[N:3]=[CH:4][C:5]([N:8]2[C:12]3[CH:13]=[CH:14][C:15]([O:17][CH3:18])=[CH:16][C:11]=3[N:10]=[C:9]2[C:19]([F:22])([F:21])[F:20])=[N:6][CH:7]=1.[NH3:23]. (2) Given the product [C:36]([O:35][C:33]([N:40]1[CH:44]=[CH:43][CH:42]=[C:41]1[C:2]1[CH:3]=[CH:4][C:5]([S:8](=[O:9])(=[O:10])[NH:11][C:12]2[CH:17]=[CH:16][C:15]([Cl:18])=[CH:14][C:13]=2[C:19]([C:21]2[CH:26]=[CH:25][N:24]=[CH:23][CH:22]=2)=[O:20])=[CH:6][CH:7]=1)=[O:34])([CH3:39])([CH3:37])[CH3:38], predict the reactants needed to synthesize it. The reactants are: Br[C:2]1[CH:7]=[CH:6][C:5]([S:8]([NH:11][C:12]2[CH:17]=[CH:16][C:15]([Cl:18])=[CH:14][C:13]=2[C:19]([C:21]2[CH:26]=[CH:25][N:24]=[CH:23][CH:22]=2)=[O:20])(=[O:10])=[O:9])=[CH:4][CH:3]=1.C(=O)([O-])[O-].[Na+].[Na+].[C:33]([N:40]1[CH:44]=[CH:43][CH:42]=[C:41]1B(O)O)([O:35][C:36]([CH3:39])([CH3:38])[CH3:37])=[O:34]. (3) Given the product [C:33]([O:37][CH2:38][CH2:39][CH2:40][N:16]([C:13]1[CH:12]=[CH:11][C:10]([NH:9][C:8]([NH:7][C:1]2[CH:2]=[CH:3][CH:4]=[CH:5][CH:6]=2)=[O:32])=[CH:15][CH:14]=1)[S:17]([C:20]1[CH:21]=[N:22][N:23]([C:25]2[CH:26]=[CH:27][C:28]([F:31])=[CH:29][CH:30]=2)[CH:24]=1)(=[O:19])=[O:18])([CH3:36])([CH3:35])[CH3:34], predict the reactants needed to synthesize it. The reactants are: [C:1]1([NH:7][C:8](=[O:32])[NH:9][C:10]2[CH:15]=[CH:14][C:13]([NH:16][S:17]([C:20]3[CH:21]=[N:22][N:23]([C:25]4[CH:30]=[CH:29][C:28]([F:31])=[CH:27][CH:26]=4)[CH:24]=3)(=[O:19])=[O:18])=[CH:12][CH:11]=2)[CH:6]=[CH:5][CH:4]=[CH:3][CH:2]=1.[C:33]([O:37][CH2:38][CH2:39][CH2:40]O)([CH3:36])([CH3:35])[CH3:34]. (4) Given the product [CH3:32][N:33]1[CH2:34][CH:35]=[C:36]([C:2]2[CH:7]=[C:6]([C:8]([F:11])([F:10])[F:9])[CH:5]=[CH:4][C:3]=2[C:12]2[C:21]3[C:16](=[CH:17][C:18]([S:22]([NH:25][C:26]4[CH:31]=[CH:30][N:29]=[CH:28][N:27]=4)(=[O:24])=[O:23])=[CH:19][CH:20]=3)[CH:15]=[CH:14][N:13]=2)[CH2:37][CH2:38]1, predict the reactants needed to synthesize it. The reactants are: Br[C:2]1[CH:7]=[C:6]([C:8]([F:11])([F:10])[F:9])[CH:5]=[CH:4][C:3]=1[C:12]1[C:21]2[C:16](=[CH:17][C:18]([S:22]([NH:25][C:26]3[CH:31]=[CH:30][N:29]=[CH:28][N:27]=3)(=[O:24])=[O:23])=[CH:19][CH:20]=2)[CH:15]=[CH:14][N:13]=1.[CH3:32][N:33]1[CH2:38][CH:37]=[C:36](B2OC(C)(C)C(C)(C)O2)[CH2:35][CH2:34]1.P([O-])([O-])([O-])=O.[K+].[K+].[K+].O1CCOCC1. (5) Given the product [Cl:1][C:2]1[CH:10]=[C:9]2[C:5]([C:6]([CH:11]=[O:12])=[N:7][N:8]2[S:28]([C:25]2[CH:26]=[CH:27][C:22]([O:21][CH3:20])=[C:23]([N:32]3[CH2:37][CH2:36][N:35]([C:38](=[O:43])[C:39]([F:42])([F:40])[F:41])[CH2:34][CH2:33]3)[CH:24]=2)(=[O:30])=[O:29])=[CH:4][CH:3]=1, predict the reactants needed to synthesize it. The reactants are: [Cl:1][C:2]1[CH:10]=[C:9]2[C:5]([C:6]([CH:11]=[O:12])=[N:7][NH:8]2)=[CH:4][CH:3]=1.C(N(CC)CC)C.[CH3:20][O:21][C:22]1[CH:27]=[CH:26][C:25]([S:28](Cl)(=[O:30])=[O:29])=[CH:24][C:23]=1[N:32]1[CH2:37][CH2:36][N:35]([C:38](=[O:43])[C:39]([F:42])([F:41])[F:40])[CH2:34][CH2:33]1.